This data is from Full USPTO retrosynthesis dataset with 1.9M reactions from patents (1976-2016). The task is: Predict the reactants needed to synthesize the given product. (1) Given the product [C:12]([C:10]1[CH:11]=[C:7]([NH:6][C:5]([NH:49][C@@H:42]2[C:43]3[C:48](=[CH:47][CH:46]=[CH:45][CH:44]=3)[C@H:39]([O:38][C:35]3[CH:36]=[CH:37][C:32]4[N:33]([C:29]([C:24]5[CH:25]=[CH:26][CH:27]=[CH:28][C:23]=5[Cl:22])=[N:30][N:31]=4)[CH:34]=3)[CH2:40][CH2:41]2)=[O:19])[N:8]([CH2:16][CH2:17][OH:18])[N:9]=1)([CH3:13])([CH3:14])[CH3:15], predict the reactants needed to synthesize it. The reactants are: ClC(Cl)(Cl)CO[C:5](=[O:19])[NH:6][C:7]1[N:8]([CH2:16][CH2:17][OH:18])[N:9]=[C:10]([C:12]([CH3:15])([CH3:14])[CH3:13])[CH:11]=1.[Cl:22][C:23]1[CH:28]=[CH:27][CH:26]=[CH:25][C:24]=1[C:29]1[N:33]2[CH:34]=[C:35]([O:38][C@H:39]3[C:48]4[C:43](=[CH:44][CH:45]=[CH:46][CH:47]=4)[C@@H:42]([NH2:49])[CH2:41][CH2:40]3)[CH:36]=[CH:37][C:32]2=[N:31][N:30]=1.CCN(C(C)C)C(C)C. (2) Given the product [CH3:31][O:32][C:33]1[CH:38]=[CH:37][C:12]([CH2:11][CH2:10][NH:13][C:14]([C:16]2[S:17][CH:18]=[CH:19][C:20]=2[NH:21][C:22]2[CH:27]=[CH:26][N:25]=[C:24]3[NH:28][CH:29]=[CH:30][C:23]=23)=[O:15])=[CH:35][CH:34]=1, predict the reactants needed to synthesize it. The reactants are: C(OC(N1[CH2:12][CH2:11][CH:10]([NH:13][C:14]([C:16]2[S:17][CH:18]=[CH:19][C:20]=2[NH:21][C:22]2[CH:27]=[CH:26][N:25]=[C:24]3[NH:28][CH:29]=[CH:30][C:23]=23)=[O:15])C1)=O)(C)(C)C.[CH3:31][O:32][C:33]1[CH:38]=[CH:37]C(CCN)=[CH:35][CH:34]=1.